Dataset: Forward reaction prediction with 1.9M reactions from USPTO patents (1976-2016). Task: Predict the product of the given reaction. (1) Given the reactants [Cl:1][C:2]1[C:7]([Cl:8])=[CH:6][CH:5]=[CH:4][C:3]=1[S:9]([N:12]1[C:20]2[C:15](=[CH:16][CH:17]=[CH:18][CH:19]=2)[C:14](/[CH:21]=[C:22]2\[O:23][C:24]3[C:31]([CH2:32][N:33]4[CH2:38][CH2:37][N:36](C(OC(C)(C)C)=O)[CH2:35][CH2:34]4)=[C:30]([OH:46])[CH:29]=[CH:28][C:25]=3[C:26]\2=[O:27])=[CH:13]1)(=[O:11])=[O:10].FC(F)(F)C(O)=O, predict the reaction product. The product is: [ClH:1].[ClH:1].[Cl:1][C:2]1[C:7]([Cl:8])=[CH:6][CH:5]=[CH:4][C:3]=1[S:9]([N:12]1[C:20]2[C:15](=[CH:16][CH:17]=[CH:18][CH:19]=2)[C:14](/[CH:21]=[C:22]2\[O:23][C:24]3[C:31]([CH2:32][N:33]4[CH2:38][CH2:37][NH:36][CH2:35][CH2:34]4)=[C:30]([OH:46])[CH:29]=[CH:28][C:25]=3[C:26]\2=[O:27])=[CH:13]1)(=[O:10])=[O:11]. (2) Given the reactants N[C:2]1[CH:3]=[CH:4][C:5]([Cl:27])=[C:6]([C:8]2[C:23](=[O:24])[N:22]([O:25][CH3:26])[C:11]3[N:12]=[C:13]([NH:16][CH2:17][CH2:18][N:19]([CH3:21])[CH3:20])[N:14]=[CH:15][C:10]=3[CH:9]=2)[CH:7]=1.C([N:30](CC)CC)C.CN(C(ON1N=NC2C=CC=NC1=2)=[N+](C)C)C.F[P-](F)(F)(F)(F)F.[Cl:59][C:60]1[CH:68]=[CH:67][C:63]([C:64](O)=[O:65])=[CH:62][C:61]=1[C:69]([F:72])([F:71])[F:70], predict the reaction product. The product is: [Cl:59][C:60]1[CH:68]=[CH:67][C:63]([C:64]([NH:30][C:3]2[CH:2]=[CH:7][C:6]([C:8]3[C:23](=[O:24])[N:22]([O:25][CH3:26])[C:11]4[N:12]=[C:13]([NH:16][CH2:17][CH2:18][N:19]([CH3:21])[CH3:20])[N:14]=[CH:15][C:10]=4[CH:9]=3)=[C:5]([Cl:27])[CH:4]=2)=[O:65])=[CH:62][C:61]=1[C:69]([F:72])([F:71])[F:70]. (3) Given the reactants [CH3:1][O:2][C:3]1[CH:4]=[C:5]2[C:10](=[CH:11][C:12]=1[O:13][CH3:14])[N:9]=[CH:8][CH:7]=[C:6]2[O:15][C:16]1[CH:22]=[CH:21][C:19]([NH2:20])=[CH:18][CH:17]=1.ClC(Cl)(O[C:27](=[O:33])OC(Cl)(Cl)Cl)Cl.[CH2:35]([N:42]1[CH2:46][CH2:45][C@H:44]([NH2:47])[CH2:43]1)[C:36]1[CH:41]=[CH:40][CH:39]=[CH:38][CH:37]=1.C(=O)([O-])O.[Na+], predict the reaction product. The product is: [CH2:35]([N:42]1[CH2:46][CH2:45][C@H:44]([NH:47][C:27]([NH:20][C:19]2[CH:21]=[CH:22][C:16]([O:15][C:6]3[C:5]4[C:10](=[CH:11][C:12]([O:13][CH3:14])=[C:3]([O:2][CH3:1])[CH:4]=4)[N:9]=[CH:8][CH:7]=3)=[CH:17][CH:18]=2)=[O:33])[CH2:43]1)[C:36]1[CH:37]=[CH:38][CH:39]=[CH:40][CH:41]=1. (4) Given the reactants Br[C:2]1[CH:7]=[CH:6][C:5]([C@@H:8]2[CH2:12][N:11]([C:13]3[CH:18]=[CH:17][CH:16]=[CH:15][CH:14]=3)[CH2:10][C@H:9]2[NH:19][S:20]([CH:23]([CH3:25])[CH3:24])(=[O:22])=[O:21])=[CH:4][CH:3]=1.[CH3:26][N:27]([S:37]([CH3:40])(=[O:39])=[O:38])[C:28]1[CH:29]=[C:30](B(O)O)[CH:31]=[CH:32][CH:33]=1, predict the reaction product. The product is: [CH3:26][N:27]([S:37]([CH3:40])(=[O:39])=[O:38])[C:28]1[CH:33]=[C:32]([C:2]2[CH:3]=[CH:4][C:5]([C@@H:8]3[CH2:12][N:11]([C:13]4[CH:14]=[CH:15][CH:16]=[CH:17][CH:18]=4)[CH2:10][C@H:9]3[NH:19][S:20]([CH:23]([CH3:24])[CH3:25])(=[O:21])=[O:22])=[CH:6][CH:7]=2)[CH:31]=[CH:30][CH:29]=1. (5) Given the reactants O.[N+:2]([O-:5])([O-:4])=[O:3].[Al+3:6].[N+:7]([O-:10])([O-:9])=[O:8].[N+:11]([O-:14])([O-:13])=[O:12], predict the reaction product. The product is: [N+:2]([O-:5])([O-:4])=[O:3].[Al+3:6].[N+:7]([O-:10])([O-:9])=[O:8].[N+:11]([O-:14])([O-:13])=[O:12]. (6) Given the reactants [C:1]([O:5][C:6](=[O:25])[NH:7][C:8]1[CH:13]=[C:12]([CH:14]=[C:15]([CH:22]2[CH2:24][CH2:23]2)[C:16]2[CH:21]=[CH:20][CH:19]=[CH:18][CH:17]=2)[CH:11]=[CH:10][N:9]=1)([CH3:4])([CH3:3])[CH3:2].[H][H], predict the reaction product. The product is: [C:1]([O:5][C:6](=[O:25])[NH:7][C:8]1[CH:13]=[C:12]([CH2:14][CH:15]([CH:22]2[CH2:23][CH2:24]2)[C:16]2[CH:21]=[CH:20][CH:19]=[CH:18][CH:17]=2)[CH:11]=[CH:10][N:9]=1)([CH3:4])([CH3:2])[CH3:3].